The task is: Predict which catalyst facilitates the given reaction.. This data is from Catalyst prediction with 721,799 reactions and 888 catalyst types from USPTO. (1) Reactant: [NH2:1][CH:2]1[CH2:7][CH2:6][N:5]([C:8]([O:10][C:11]([CH3:14])([CH3:13])[CH3:12])=[O:9])[CH2:4][CH2:3]1.Cl[C:16]([O:18][CH3:19])=[O:17].C(N(CC)CC)C. Product: [CH3:19][O:18][C:16]([NH:1][CH:2]1[CH2:3][CH2:4][N:5]([C:8]([O:10][C:11]([CH3:14])([CH3:13])[CH3:12])=[O:9])[CH2:6][CH2:7]1)=[O:17]. The catalyst class is: 2. (2) Reactant: [O:1]=[C:2]1[C:7]([C:8]([OH:10])=[O:9])=[CH:6][C:5]2[CH:11]=[CH:12][CH:13]=[CH:14][C:4]=2[O:3]1.[N:15]1[CH:20]=[CH:19][CH:18]=[CH:17][CH:16]=1. Product: [O:1]=[C:2]1[C:7]([C:8]([O:10][C:16]2[C:17]3[C:18](=[CH:14][CH:4]=[CH:5][CH:6]=3)[CH:19]=[CH:20][N:15]=2)=[O:9])=[CH:6][C:5]2[CH:11]=[CH:12][CH:13]=[CH:14][C:4]=2[O:3]1. The catalyst class is: 309. (3) Reactant: [Br:1][C:2]1[C:3]([NH:16][C@H:17]2[CH2:22][CH2:21][C@H:20]([O:23][CH3:24])[CH2:19][CH2:18]2)=[N:4][C:5]([N:9]2C(C)=CC=C2C)=[N:6][C:7]=1[CH3:8].Cl.NO.C(O)C. Product: [Br:1][C:2]1[C:3]([NH:16][C@H:17]2[CH2:22][CH2:21][C@H:20]([O:23][CH3:24])[CH2:19][CH2:18]2)=[N:4][C:5]([NH2:9])=[N:6][C:7]=1[CH3:8]. The catalyst class is: 6. (4) Reactant: [N+:1]([C:4]1[CH:5]=[CH:6][C:7]2[O:11][C:10]([CH2:12][CH2:13][CH2:14][CH3:15])=[C:9]([C:16]([C:18]3[CH:23]=[CH:22][C:21]([O:24][CH2:25][CH2:26][C:27]#[N:28])=[CH:20][CH:19]=3)=[O:17])[C:8]=2[CH:29]=1)([O-])=O.[H][H]. Product: [NH2:1][C:4]1[CH:5]=[CH:6][C:7]2[O:11][C:10]([CH2:12][CH2:13][CH2:14][CH3:15])=[C:9]([C:16]([C:18]3[CH:19]=[CH:20][C:21]([O:24][CH2:25][CH2:26][C:27]#[N:28])=[CH:22][CH:23]=3)=[O:17])[C:8]=2[CH:29]=1. The catalyst class is: 19. (5) Reactant: [CH:1]([O:4][C:5](=[O:21])[NH:6][C@@H:7]1[CH2:20][C:10]2[NH:11][C:12]3[CH:13]=[CH:14][C:15]([C:18]#[N:19])=[CH:16][C:17]=3[C:9]=2[CH2:8]1)([CH3:3])[CH3:2].C(=O)([O-])[O-].[Cs+].[Cs+].[CH2:28]([O:31][C:32]1[C:33]([CH2:38]Cl)=[N:34][CH:35]=[CH:36][CH:37]=1)[CH:29]=[CH2:30].O. Product: [CH:1]([O:4][C:5](=[O:21])[NH:6][C@@H:7]1[CH2:20][C:10]2[N:11]([CH2:38][C:33]3[C:32]([O:31][CH2:28][CH:29]=[CH2:30])=[CH:37][CH:36]=[CH:35][N:34]=3)[C:12]3[CH:13]=[CH:14][C:15]([C:18]#[N:19])=[CH:16][C:17]=3[C:9]=2[CH2:8]1)([CH3:3])[CH3:2]. The catalyst class is: 9. (6) Reactant: [CH3:1][C:2]1([CH3:36])[CH2:7][CH2:6][C:5]([C:8]2[CH:13]=[C:12]([C:14]([N:17]3[CH2:22][CH2:21][N:20]([CH2:23][CH2:24][OH:25])[CH2:19][CH2:18]3)([CH3:16])[CH3:15])[CH:11]=[CH:10][C:9]=2[NH:26][C:27]([C:29]2[NH:30][CH:31]=[C:32]([C:34]#[N:35])[N:33]=2)=[O:28])=[CH:4][CH2:3]1.[ClH:37].CCOCC.C(OCC)C. Product: [ClH:37].[CH3:1][C:2]1([CH3:36])[CH2:7][CH2:6][C:5]([C:8]2[CH:13]=[C:12]([C:14]([N:17]3[CH2:22][CH2:21][N:20]([CH2:23][CH2:24][OH:25])[CH2:19][CH2:18]3)([CH3:15])[CH3:16])[CH:11]=[CH:10][C:9]=2[NH:26][C:27]([C:29]2[NH:30][CH:31]=[C:32]([C:34]#[N:35])[N:33]=2)=[O:28])=[CH:4][CH2:3]1. The catalyst class is: 14. (7) Reactant: C(OC([N:8]1[CH2:15][C:12]2([CH2:14][CH2:13]2)[N:11]([CH2:16][C:17]2[CH:22]=[C:21]([C:23]3[CH:28]=[CH:27][C:26]([OH:29])=[CH:25][CH:24]=3)[N:20]=[C:19]3[N:30](C4CCCCO4)[N:31]=[C:32]([CH3:33])[C:18]=23)[CH2:10][CH2:9]1)=O)(C)(C)C. Product: [CH2:13]1[C:12]2([CH2:15][NH:8][CH2:9][CH2:10][N:11]2[CH2:16][C:17]2[CH:22]=[C:21]([C:23]3[CH:24]=[CH:25][C:26]([OH:29])=[CH:27][CH:28]=3)[N:20]=[C:19]3[NH:30][N:31]=[C:32]([CH3:33])[C:18]=23)[CH2:14]1. The catalyst class is: 33. (8) Reactant: [F:1][C:2]1[C:10]2[CH2:9][CH2:8][CH2:7][CH2:6][C:5]=2[N:4]2[CH2:11][CH2:12][N:13]([C:16]3[N:23]=[CH:22][CH:21]=[C:20]([C:24]4[CH:29]=[C:28]([NH:30][C:31]5[CH:40]=[C:34]6[CH2:35][N:36]([CH3:39])[CH2:37][CH2:38][N:33]6[N:32]=5)[C:27](=[O:41])[N:26]([CH3:42])[CH:25]=4)[C:17]=3[CH:18]=[O:19])[C:14](=[O:15])[C:3]=12.[BH4-].[Na+].O. Product: [F:1][C:2]1[C:10]2[CH2:9][CH2:8][CH2:7][CH2:6][C:5]=2[N:4]2[CH2:11][CH2:12][N:13]([C:16]3[C:17]([CH2:18][OH:19])=[C:20]([C:24]4[CH:29]=[C:28]([NH:30][C:31]5[CH:40]=[C:34]6[CH2:35][N:36]([CH3:39])[CH2:37][CH2:38][N:33]6[N:32]=5)[C:27](=[O:41])[N:26]([CH3:42])[CH:25]=4)[CH:21]=[CH:22][N:23]=3)[C:14](=[O:15])[C:3]=12. The catalyst class is: 5.